This data is from Catalyst prediction with 721,799 reactions and 888 catalyst types from USPTO. The task is: Predict which catalyst facilitates the given reaction. (1) Reactant: C(OC(=O)[NH:7][CH2:8][CH2:9][O:10][C:11]1[C:12]([Cl:30])=[CH:13][C:14]2[C:18]([C:19](=[O:21])[NH2:20])=[C:17]([NH:22][C:23]([CH:25]3[CH2:27][CH2:26]3)=[O:24])[S:16][C:15]=2[C:28]=1[Cl:29])(C)(C)C.C(OCC)(=O)C.Cl. Product: [ClH:29].[NH2:7][CH2:8][CH2:9][O:10][C:11]1[C:12]([Cl:30])=[CH:13][C:14]2[C:18]([C:19]([NH2:20])=[O:21])=[C:17]([NH:22][C:23]([CH:25]3[CH2:26][CH2:27]3)=[O:24])[S:16][C:15]=2[C:28]=1[Cl:29]. The catalyst class is: 5. (2) Reactant: [CH2:1]([N:3]([CH2:22][CH3:23])[CH2:4][CH2:5][S:6][C:7]1[CH:12]=[CH:11][C:10](/[CH:13]=[CH:14]/[C:15]([O:17][CH3:18])=[O:16])=[CH:9][C:8]=1[N+:19]([O-])=O)[CH3:2].[Sn](Cl)(Cl)(Cl)Cl. Product: [NH2:19][C:8]1[CH:9]=[C:10](/[CH:13]=[CH:14]/[C:15]([O:17][CH3:18])=[O:16])[CH:11]=[CH:12][C:7]=1[S:6][CH2:5][CH2:4][N:3]([CH2:1][CH3:2])[CH2:22][CH3:23]. The catalyst class is: 404. (3) Reactant: [CH:1]1([C@H:5]([NH:7][C:8]2[N:16]=[C:15]([C:17]#[N:18])[N:14]=[C:13]3[C:9]=2[N:10]([CH2:28][C:29]2[CH:34]=[CH:33][C:32]([C:35]([F:38])([F:37])[F:36])=[CH:31][CH:30]=2)[C:11]([C:19]2[CH:24]=[C:23]([CH:25]([CH3:27])[CH3:26])[CH:22]=[CH:21][N:20]=2)=[N:12]3)[CH3:6])[CH2:4][CH2:3][CH2:2]1.[N-:39]=[N+:40]=[N-:41].[Na+].[Cl-].[NH4+]. Product: [CH:1]1([C@H:5]([NH:7][C:8]2[N:16]=[C:15]([C:17]3[NH:41][N:40]=[N:39][N:18]=3)[N:14]=[C:13]3[C:9]=2[N:10]([CH2:28][C:29]2[CH:30]=[CH:31][C:32]([C:35]([F:36])([F:38])[F:37])=[CH:33][CH:34]=2)[C:11]([C:19]2[CH:24]=[C:23]([CH:25]([CH3:27])[CH3:26])[CH:22]=[CH:21][N:20]=2)=[N:12]3)[CH3:6])[CH2:2][CH2:3][CH2:4]1. The catalyst class is: 3.